Dataset: hERG potassium channel inhibition data for cardiac toxicity prediction from Karim et al.. Task: Regression/Classification. Given a drug SMILES string, predict its toxicity properties. Task type varies by dataset: regression for continuous values (e.g., LD50, hERG inhibition percentage) or binary classification for toxic/non-toxic outcomes (e.g., AMES mutagenicity, cardiotoxicity, hepatotoxicity). Dataset: herg_karim. (1) The molecule is O=C(Nc1ccc(Cl)cn1)C1CN(CC(F)F)CC1C(=O)Nc1ccc(-n2ccccc2=O)cc1F. The result is 0 (non-blocker). (2) The drug is Cc1ccc([C@H]2CC[C@@H](N3CC(NC(=O)CNc4nn(C)c5ccc(C(F)(F)F)cc45)C3)CC2)cn1. The result is 0 (non-blocker). (3) The compound is CCOC(=O)N1CCC(CN2CCC3(CC2)CN(C(=O)N(CC)CC)c2ncccc23)CC1. The result is 1 (blocker).